From a dataset of Forward reaction prediction with 1.9M reactions from USPTO patents (1976-2016). Predict the product of the given reaction. (1) Given the reactants O=C(N1CC=C(C2C=CC=C(NC(=O)C3C=CC=C(C(F)(F)F)C=3)C=2)N2N=CC=C12)CNC(=O)OC(C)(C)C.[O:40]=[C:41]([N:52]1[CH2:57][CH:56]=[C:55]([C:58]2[CH:63]=[CH:62][CH:61]=[C:60]([NH:64][C:65](=[O:76])[C:66]3[CH:71]=[CH:70][CH:69]=[C:68]([C:72]([F:75])([F:74])[F:73])[CH:67]=3)[CH:59]=2)[N:54]2[N:77]=[CH:78][CH:79]=[C:53]12)[CH2:42][CH2:43][NH:44]C(=O)OC(C)(C)C.Cl, predict the reaction product. The product is: [NH2:44][CH2:43][CH2:42][C:41]([N:52]1[CH2:57][CH:56]=[C:55]([C:58]2[CH:59]=[C:60]([NH:64][C:65](=[O:76])[C:66]3[CH:71]=[CH:70][CH:69]=[C:68]([C:72]([F:74])([F:73])[F:75])[CH:67]=3)[CH:61]=[CH:62][CH:63]=2)[N:54]2[N:77]=[CH:78][CH:79]=[C:53]12)=[O:40]. (2) Given the reactants Cl.C(OC([N:9]1[CH2:14][CH2:13][CH:12]([C:15]2[N:16]=[C:17]([NH:20][C:21](=[O:31])[CH2:22][C:23]3[C:28]([F:29])=[CH:27][CH:26]=[CH:25][C:24]=3[Cl:30])[S:18][CH:19]=2)[CH2:11][CH2:10]1)=O)(C)(C)C.ClCCl.CO, predict the reaction product. The product is: [ClH:30].[Cl:30][C:24]1[CH:25]=[CH:26][CH:27]=[C:28]([F:29])[C:23]=1[CH2:22][C:21]([NH:20][C:17]1[S:18][CH:19]=[C:15]([CH:12]2[CH2:13][CH2:14][NH:9][CH2:10][CH2:11]2)[N:16]=1)=[O:31]. (3) Given the reactants C(OC([N:8]1[CH2:13][CH:12]=[C:11]([C:14]2[CH:19]=[C:18]([C:20]3[CH:25]=[CH:24][CH:23]=[CH:22][C:21]=3[CH3:26])[C:17]([C:27](=[O:45])[N:28]([CH2:30][C:31]3[CH:36]=[C:35]([C:37]([F:40])([F:39])[F:38])[CH:34]=[C:33]([C:41]([F:44])([F:43])[F:42])[CH:32]=3)[CH3:29])=[CH:16][N:15]=2)[CH2:10][CH2:9]1)=O)(C)(C)C.FC(F)(F)C(O)=O, predict the reaction product. The product is: [F:40][C:37]([F:38])([F:39])[C:35]1[CH:36]=[C:31]([CH:32]=[C:33]([C:41]([F:42])([F:43])[F:44])[CH:34]=1)[CH2:30][N:28]([CH3:29])[C:27]([C:17]1[C:18]([C:20]2[CH:25]=[CH:24][CH:23]=[CH:22][C:21]=2[CH3:26])=[CH:19][C:14]([C:11]2[CH2:12][CH2:13][NH:8][CH2:9][CH:10]=2)=[N:15][CH:16]=1)=[O:45]. (4) Given the reactants [F:1][C:2]1[CH:15]=[CH:14][C:5]([O:6][C:7]2[CH:12]=[CH:11][C:10](N)=[CH:9][CH:8]=2)=[CH:4][CH:3]=1.S(=O)(=O)(O)O.N([O-])=O.[Na+].[I-:25].[Na+], predict the reaction product. The product is: [F:1][C:2]1[CH:15]=[CH:14][C:5]([O:6][C:7]2[CH:12]=[CH:11][C:10]([I:25])=[CH:9][CH:8]=2)=[CH:4][CH:3]=1. (5) Given the reactants [CH:1]([C:4]1[CH:10]=[CH:9][CH:8]=[C:7]([CH:11]([CH3:13])[CH3:12])[C:5]=1[NH2:6])([CH3:3])[CH3:2].[Br:14]N1C(=O)CCC1=O.O, predict the reaction product. The product is: [Br:14][C:9]1[CH:10]=[C:4]([CH:1]([CH3:3])[CH3:2])[C:5]([NH2:6])=[C:7]([CH:11]([CH3:13])[CH3:12])[CH:8]=1.